This data is from Forward reaction prediction with 1.9M reactions from USPTO patents (1976-2016). The task is: Predict the product of the given reaction. (1) The product is: [Cl:19][C:20]1[S:24][C:23]([C:2]2[NH:3][C:4]3[C:9]([C:10]=2[CH:11]=[O:12])=[CH:8][CH:7]=[CH:6][CH:5]=3)=[CH:22][CH:21]=1. Given the reactants Br[C:2]1[NH:3][C:4]2[C:9]([C:10]=1[CH:11]=[O:12])=[CH:8][CH:7]=[CH:6][CH:5]=2.C(=O)([O-])[O-].[Na+].[Na+].[Cl:19][C:20]1[S:24][C:23](B(O)O)=[CH:22][CH:21]=1.O, predict the reaction product. (2) Given the reactants [CH3:1][C:2]([CH3:7])([CH3:6])[CH2:3][CH:4]=O.[NH2:8][CH2:9][C@H:10]1[CH2:15][CH2:14][CH2:13][CH2:12][N:11]1[C:16]([O:18][C:19]([CH3:22])([CH3:21])[CH3:20])=[O:17].[S-:23][C:24]#[N:25].[K+].II.S(S([O-])=O)([O-])(=O)=O.[Na+].[Na+], predict the reaction product. The product is: [C:2]([C:3]1[S:23][C:24](=[NH:25])[N:8]([CH2:9][C@H:10]2[CH2:15][CH2:14][CH2:13][CH2:12][N:11]2[C:16]([O:18][C:19]([CH3:22])([CH3:21])[CH3:20])=[O:17])[CH:4]=1)([CH3:7])([CH3:6])[CH3:1]. (3) The product is: [F:6][C:7]1[CH:8]=[C:9]([N:19]2[CH2:23][C@H:22]([CH2:24][NH:25][C:26](=[O:35])[CH3:27])[O:21][C:20]2=[O:36])[CH:10]=[CH:11][C:12]=1[N:13]1[CH2:18][CH2:17][O:16][CH2:15][CH2:14]1. Given the reactants CO.O.NN.[F:6][C:7]1[CH:8]=[C:9]([N:19]2[CH2:23][C@H:22]([CH2:24][N:25]3C(=O)C4=CC=CC=[C:27]4[C:26]3=[O:35])[O:21][C:20]2=[O:36])[CH:10]=[CH:11][C:12]=1[N:13]1[CH2:18][CH2:17][O:16][CH2:15][CH2:14]1, predict the reaction product.